Dataset: Catalyst prediction with 721,799 reactions and 888 catalyst types from USPTO. Task: Predict which catalyst facilitates the given reaction. Reactant: [C:1]([N:4]1[CH2:9][CH:8]=[C:7]([C:10]2[NH:11][C:12]3[C:17]([CH:18]=2)=[C:16]([C:19]2[CH:24]=[CH:23][CH:22]=[C:21]([NH2:25])[C:20]=2[CH3:26])[CH:15]=[CH:14][C:13]=3[C:27]([NH2:29])=[O:28])[CH2:6][CH2:5]1)(=[O:3])[CH3:2].BrC1C=CC(C(N)=O)=C2C=1C=C(I)N2.CC1(C)C(C)(C)OB(C2CCN(C(=O)C)CC=2)O1.NC1C(C)=C(B(O)O)C=CC=1. Product: [C:1]([N:4]1[CH2:5][CH2:6][CH:7]([C:10]2[NH:11][C:12]3[C:17]([CH:18]=2)=[C:16]([C:19]2[CH:24]=[CH:23][CH:22]=[C:21]([NH2:25])[C:20]=2[CH3:26])[CH:15]=[CH:14][C:13]=3[C:27]([NH2:29])=[O:28])[CH2:8][CH2:9]1)(=[O:3])[CH3:2]. The catalyst class is: 43.